From a dataset of Full USPTO retrosynthesis dataset with 1.9M reactions from patents (1976-2016). Predict the reactants needed to synthesize the given product. Given the product [CH:24](/[C:37]1[CH:42]=[CH:41][C:40]([NH:43][C:12](=[O:13])[C:11]2[CH:15]=[CH:16][C:17]([O:18][CH3:19])=[C:9]([S:6]([N:5]([CH2:20][CH2:21][O:22][CH3:23])[CH2:4][CH2:3][O:2][CH3:1])(=[O:7])=[O:8])[CH:10]=2)=[CH:39][C:38]=1[S:44]([OH:47])(=[O:45])=[O:46])=[CH:25]\[C:26]1[CH:31]=[CH:30][C:29]([NH:32][C:12](=[O:13])[C:11]2[CH:15]=[CH:16][C:17]([O:18][CH3:19])=[C:9]([S:6]([N:5]([CH2:20][CH2:21][O:22][CH3:23])[CH2:4][CH2:3][O:2][CH3:1])(=[O:8])=[O:7])[CH:10]=2)=[CH:28][C:27]=1[S:33]([OH:36])(=[O:34])=[O:35], predict the reactants needed to synthesize it. The reactants are: [CH3:1][O:2][CH2:3][CH2:4][N:5]([CH2:20][CH2:21][O:22][CH3:23])[S:6]([C:9]1[CH:10]=[C:11]([CH:15]=[CH:16][C:17]=1[O:18][CH3:19])[C:12](O)=[O:13])(=[O:8])=[O:7].[CH:24](/[C:37]1[CH:42]=[CH:41][C:40]([NH2:43])=[CH:39][C:38]=1[S:44]([OH:47])(=[O:46])=[O:45])=[CH:25]\[C:26]1[CH:31]=[CH:30][C:29]([NH2:32])=[CH:28][C:27]=1[S:33]([OH:36])(=[O:35])=[O:34].